Task: Predict the product of the given reaction.. Dataset: Forward reaction prediction with 1.9M reactions from USPTO patents (1976-2016) (1) Given the reactants [C:1]([O:6][CH2:7][CH2:8][O:9][CH2:10][CH2:11][O:12]C=C)(=[O:5])[C:2]([CH3:4])=[CH2:3].O, predict the reaction product. The product is: [C:1]([O:6][CH2:7][CH2:8][O:9][CH2:10][CH2:11][OH:12])(=[O:5])[C:2]([CH3:4])=[CH2:3]. (2) The product is: [CH3:28][N:27]1[C:26]2[CH:29]=[CH:30][CH:31]=[CH:32][C:25]=2[N:24]=[C:23]1[O:19][C:16]1[CH:17]=[CH:18][C:13]([N:6]2[C:7]3=[N:8][CH:9]=[CH:10][CH:11]=[C:12]3[N:4]3[CH:3]=[CH:2][N:1]=[C:5]23)=[CH:14][CH:15]=1. Given the reactants [N:1]1[CH:2]=[CH:3][N:4]2[C:12]3[C:7](=[N:8][CH:9]=[CH:10][CH:11]=3)[N:6]([C:13]3[CH:18]=[CH:17][C:16]([OH:19])=[CH:15][CH:14]=3)[C:5]=12.[H-].[Na+].Cl[C:23]1[N:27]([CH3:28])[C:26]2[CH:29]=[CH:30][CH:31]=[CH:32][C:25]=2[N:24]=1.O, predict the reaction product. (3) Given the reactants [CH3:1][CH:2]([CH2:4][N:5]([S:29]([C:32]1[CH:33]=[CH:34][C:35]([NH2:38])=[CH:36][CH:37]=1)(=[O:31])=[O:30])[CH2:6][C@@H:7]([OH:28])[C@@H:8]([NH:16][C:17]([O:19][C@@H:20]1[C@@H:24]2[CH2:25][CH2:26][O:27][C@@H:23]2[O:22][CH2:21]1)=[O:18])[CH2:9][C:10]1[CH:11]=[CH:12][CH:13]=[CH:14][CH:15]=1)[CH3:3].C, predict the reaction product. The product is: [CH3:21][CH2:20][OH:19].[CH3:3][CH:2]([CH2:4][N:5]([S:29]([C:32]1[CH:37]=[CH:36][C:35]([NH2:38])=[CH:34][CH:33]=1)(=[O:31])=[O:30])[CH2:6][C@@H:7]([OH:28])[C@@H:8]([NH:16][C:17]([O:19][C@@H:20]1[C@@H:24]2[CH2:25][CH2:26][O:27][C@@H:23]2[O:22][CH2:21]1)=[O:18])[CH2:9][C:10]1[CH:15]=[CH:14][CH:13]=[CH:12][CH:11]=1)[CH3:1].